Dataset: Catalyst prediction with 721,799 reactions and 888 catalyst types from USPTO. Task: Predict which catalyst facilitates the given reaction. (1) Reactant: CC(OC([NH:8][C@H:9]([C:23]([OH:25])=O)[CH2:10][C:11]1[N:15]=[CH:14][N:13](C(OC(C)(C)C)=O)[CH:12]=1)=O)(C)C.C1CCC(NC2CCCCC2)CC1.CC(OC([NH:46][C@H:47]([C:65]([OH:67])=[O:66])[CH2:48][C:49]1[C:57]2[C:52](=[CH:53][CH:54]=[CH:55][CH:56]=2)[N:51](C(OC(C)(C)C)=O)[CH:50]=1)=O)(C)C.F[P-](F)(F)(F)(F)F.N1(O[P+](N(C)C)(N(C)C)N(C)C)C2C=CC=CC=2N=N1.CCN(C(C)C)C(C)C. Product: [CH:55]1[CH:54]=[CH:53][C:52]2[NH:51][CH:50]=[C:49]([CH2:48][C@H:47]([NH:46][C:23]([C@@H:9]([NH2:8])[CH2:10][C:11]3[N:15]=[CH:14][NH:13][CH:12]=3)=[O:25])[C:65]([OH:67])=[O:66])[C:57]=2[CH:56]=1. The catalyst class is: 3. (2) Reactant: [F:1][C:2]1[CH:3]=[CH:4][CH:5]=[C:6]2[C:10]=1[N:9]([C@H:11]([C:15]1[CH:20]=[CH:19][CH:18]=[C:17]([F:21])[CH:16]=1)[CH2:12][CH2:13]O)[C:8](=[O:22])[C:7]2([CH3:24])[CH3:23].C1(C)C(S(Cl)(=O)=O)=CC=CC=1.[N:36]1C=CC=C[CH:37]=1. Product: [F:1][C:2]1[CH:3]=[CH:4][CH:5]=[C:6]2[C:10]=1[N:9]([C@H:11]([C:15]1[CH:20]=[CH:19][CH:18]=[C:17]([F:21])[CH:16]=1)[CH2:12][CH2:13][NH:36][CH3:37])[C:8](=[O:22])[C:7]2([CH3:24])[CH3:23]. The catalyst class is: 13.